Task: Predict the product of the given reaction.. Dataset: Forward reaction prediction with 1.9M reactions from USPTO patents (1976-2016) (1) Given the reactants [NH2:1][C:2]1[CH:3]=[C:4]([CH:25]=[CH:26][C:27]=1[O:28][CH3:29])[CH2:5][S:6][C:7]1[N:15]=[C:14]2[C:10]([N:11]=[C:12]([CH2:17][CH3:18])[N:13]2[CH3:16])=[C:9]([N:19]2[CH2:24][CH2:23][O:22][CH2:21][CH2:20]2)[N:8]=1.C(N(CC)CC)C.[C:37](Cl)(=[O:39])[CH3:38].O, predict the reaction product. The product is: [C:37]([NH:1][C:2]1[CH:3]=[C:4]([CH:25]=[CH:26][C:27]=1[O:28][CH3:29])[CH2:5][S:6][C:7]1[N:15]=[C:14]2[C:10]([N:11]=[C:12]([CH2:17][CH3:18])[N:13]2[CH3:16])=[C:9]([N:19]2[CH2:24][CH2:23][O:22][CH2:21][CH2:20]2)[N:8]=1)(=[O:39])[CH3:38]. (2) Given the reactants [F:1][C:2]([F:18])([F:17])[C:3]1[CH:8]=[CH:7][C:6]([C:9]2[CH2:15][CH:14]3[NH:16][CH:11]([CH2:12][CH2:13]3)[CH:10]=2)=[CH:5][CH:4]=1.[CH3:19]S(C)=O, predict the reaction product. The product is: [CH3:19][N:16]1[CH:14]2[CH2:13][CH2:12][CH:11]1[CH:10]=[C:9]([C:6]1[CH:5]=[CH:4][C:3]([C:2]([F:1])([F:17])[F:18])=[CH:8][CH:7]=1)[CH2:15]2. (3) Given the reactants [Cl:1][C:2]1[CH:7]=[C:6]([Cl:8])[CH:5]=[CH:4][C:3]=1[C:9]1[N:14]2[N:15]=[C:16]([S:22][CH3:23])[C:17]([NH:18][CH2:19][CH2:20][CH3:21])=[C:13]2[CH:12]=[CH:11][CH:10]=1.[CH:24](=O)[CH2:25][CH3:26].S(=O)(=O)(O)O.[BH4-].[Na+], predict the reaction product. The product is: [Cl:1][C:2]1[CH:7]=[C:6]([Cl:8])[CH:5]=[CH:4][C:3]=1[C:9]1[N:14]2[N:15]=[C:16]([S:22][CH3:23])[C:17]([N:18]([CH2:24][CH2:25][CH3:26])[CH2:19][CH2:20][CH3:21])=[C:13]2[CH:12]=[CH:11][CH:10]=1.